This data is from Full USPTO retrosynthesis dataset with 1.9M reactions from patents (1976-2016). The task is: Predict the reactants needed to synthesize the given product. (1) Given the product [CH3:1][O:2][C:3]1[C:10]([O:11][CH3:12])=[CH:9][C:6]([OH:21])=[C:5]([N+:13]([O-:15])=[O:14])[CH:4]=1, predict the reactants needed to synthesize it. The reactants are: [CH3:1][O:2][C:3]1[C:10]([O:11][CH3:12])=[CH:9][C:6](C=O)=[C:5]([N+:13]([O-:15])=[O:14])[CH:4]=1.ClC1C=C(C=CC=1)C(OO)=[O:21].FC(F)(F)C(O)=O.[OH-].[Na+].Cl. (2) Given the product [NH:24]1[CH:13]2[CH2:11][C:19]3[CH:20]=[CH:21][CH:22]=[CH:23][C:18]=3[CH:17]1[CH2:16][C:15](=[O:25])[CH2:14]2, predict the reactants needed to synthesize it. The reactants are: C(OC([CH:11]1[C:19]2[CH:20]=[CH:21][CH:22]=[CH:23][C:18]=2[CH:17]2[NH:24][CH:13]([CH2:14][C:15](=[O:25])[CH2:16]2)C1)=O)C1C=CC=CC=1. (3) Given the product [F:23][CH:21]([F:22])[O:20][C:19]1[C:11]([CH:10]([NH:44][CH3:43])[C:8]2[NH:7][C:6]3[CH:41]=[CH:42][C:3]([C:1]#[N:2])=[CH:4][C:5]=3[N:9]=2)=[C:12]2[C:16](=[C:17]([CH3:24])[CH:18]=1)[NH:15][CH:14]=[CH:13]2, predict the reactants needed to synthesize it. The reactants are: [C:1]([C:3]1[CH:42]=[CH:41][C:6]2[N:7](COCC[Si](C)(C)C)[C:8]([CH:10](O)[C:11]3[C:19]([O:20][CH:21]([F:23])[F:22])=[CH:18][C:17]([CH3:24])=[C:16]4[C:12]=3[CH:13]=[CH:14][N:15]4C(OC(C)(C)C)=O)=[N:9][C:5]=2[CH:4]=1)#[N:2].[C:43](C1C=CC2N=C(C(O)C3C(OC(F)F)=CC(C)=C4C=3C=CN4C(OC(C)(C)C)=O)N(COCC[Si](C)(C)C)C=2C=1)#[N:44].CN.CCCC[N+](CCCC)(CCCC)CCCC.[F-]. (4) The reactants are: C(O[C:6]([N:8]1[CH2:13][CH2:12][N:11]([C:14]2[CH:15]=[C:16]3[C:20](=[CH:21][CH:22]=2)[NH:19][CH:18]=[CH:17]3)[CH:10]([CH2:23][C:24]2[CH:29]=[CH:28][CH:27]=[CH:26][CH:25]=2)[CH2:9]1)=O)(C)(C)C.[H-].[H-].[H-].[H-].[Li+].[Al+3]. Given the product [CH2:23]([CH:10]1[CH2:9][N:8]([CH3:6])[CH2:13][CH2:12][N:11]1[C:14]1[CH:15]=[C:16]2[C:20](=[CH:21][CH:22]=1)[NH:19][CH:18]=[CH:17]2)[C:24]1[CH:25]=[CH:26][CH:27]=[CH:28][CH:29]=1, predict the reactants needed to synthesize it.